This data is from Reaction yield outcomes from USPTO patents with 853,638 reactions. The task is: Predict the reaction yield, written as a fraction of the theoretical maximum amount of product (1.0 means a 100% yield; for example, 0.34 means a 34% yield). (1) The reactants are [S:1]1[C:5]2[CH:6]=[CH:7][CH:8]=[CH:9][C:4]=2[N:3]=[C:2]1[N:10]1[C:14](=[O:15])[C:13](=[CH:16][N:17](C)C)[C:12]([C:20]2[CH:25]=[CH:24][CH:23]=[C:22]([C:26]([F:29])([F:28])[F:27])[CH:21]=2)=[N:11]1. The catalyst is N.CO. The product is [NH2:17][CH:16]=[C:13]1[C:12]([C:20]2[CH:25]=[CH:24][CH:23]=[C:22]([C:26]([F:27])([F:29])[F:28])[CH:21]=2)=[N:11][N:10]([C:2]2[S:1][C:5]3[CH:6]=[CH:7][CH:8]=[CH:9][C:4]=3[N:3]=2)[C:14]1=[O:15]. The yield is 0.730. (2) The reactants are Cl[S:2]([N:5]=C=O)(=[O:4])=[O:3].CC(O)(C)C.[CH3:13][N:14]1[C:18]2[CH:19]=[CH:20][CH:21]=[CH:22][C:17]=2[N:16]([CH:23]2[CH2:28][CH2:27][N:26]([CH2:29][CH2:30][CH2:31][N:32]3[C:40]4[CH2:39][CH2:38][NH:37][CH2:36][C:35]=4[C:34]([C:41]4[CH:46]=[CH:45][C:44]([C:47]([F:50])([F:49])[F:48])=[CH:43][CH:42]=4)=[N:33]3)[CH2:25][CH2:24]2)[C:15]1=[O:51].C(N(CC)CC)C. The catalyst is C(Cl)Cl.CO.C(Cl)Cl. The product is [CH3:13][N:14]1[C:18]2[CH:19]=[CH:20][CH:21]=[CH:22][C:17]=2[N:16]([CH:23]2[CH2:28][CH2:27][N:26]([CH2:29][CH2:30][CH2:31][N:32]3[C:40]4[CH2:39][CH2:38][N:37]([S:2]([NH2:5])(=[O:4])=[O:3])[CH2:36][C:35]=4[C:34]([C:41]4[CH:42]=[CH:43][C:44]([C:47]([F:49])([F:50])[F:48])=[CH:45][CH:46]=4)=[N:33]3)[CH2:25][CH2:24]2)[C:15]1=[O:51]. The yield is 0.930. (3) The reactants are CC1(C)CCCC(C)(C)N1.[Li]CCCC.CCCCCC.[Cl:22][C:23]1[CH:24]=[N:25][CH:26]=[CH:27][C:28]=1[Cl:29].[N:30]([Si](C)(C)C)=[C:31]=[O:32].C(O)(=O)C. The catalyst is C(OCC)C.O. The product is [Cl:22][C:23]1[C:24]([C:31]([NH2:30])=[O:32])=[N:25][CH:26]=[CH:27][C:28]=1[Cl:29]. The yield is 0.340. (4) The reactants are [Cl:1][C:2]1[N:7]=[C:6](Cl)[CH:5]=[CH:4][N:3]=1.[CH:9]1(B(O)O)[CH2:11][CH2:10]1.P([O-])([O-])([O-])=O.[K+].[K+].[K+]. The catalyst is C1COCC1. The product is [Cl:1][C:2]1[N:7]=[C:6]([CH:9]2[CH2:11][CH2:10]2)[CH:5]=[CH:4][N:3]=1. The yield is 0.579.